The task is: Predict the reaction yield, written as a fraction of the theoretical maximum amount of product (1.0 means a 100% yield; for example, 0.34 means a 34% yield).. This data is from Reaction yield outcomes from USPTO patents with 853,638 reactions. (1) The reactants are [CH2:1]([O:4][C:5]1[CH:11]=[CH:10][CH:9]=[CH:8][C:6]=1[NH2:7])[CH2:2][CH3:3].[C:12]([N:20]=[C:21]=[S:22])(=[O:19])[C:13]1[CH:18]=[CH:17][CH:16]=[CH:15][CH:14]=1. The catalyst is C(#N)C. The product is [CH2:1]([O:4][C:5]1[CH:11]=[CH:10][CH:9]=[CH:8][C:6]=1[NH:7][C:21]([NH:20][C:12](=[O:19])[C:13]1[CH:14]=[CH:15][CH:16]=[CH:17][CH:18]=1)=[S:22])[CH2:2][CH3:3]. The yield is 0.560. (2) The reactants are [CH2:1]([O:8][C:9]([C:11]1[C:19]2[C:14](=[CH:15][CH:16]=[C:17]([O:20][CH2:21][CH2:22][CH2:23]Br)[CH:18]=2)[NH:13][C:12]=1[CH3:25])=[O:10])[C:2]1[CH:7]=[CH:6][CH:5]=[CH:4][CH:3]=1.[NH:26]1[CH2:30][CH2:29][CH2:28][CH2:27]1. The catalyst is C(#N)C. The product is [CH2:1]([O:8][C:9]([C:11]1[C:19]2[C:14](=[CH:15][CH:16]=[C:17]([O:20][CH2:21][CH2:22][CH2:23][N:26]3[CH2:30][CH2:29][CH2:28][CH2:27]3)[CH:18]=2)[NH:13][C:12]=1[CH3:25])=[O:10])[C:2]1[CH:7]=[CH:6][CH:5]=[CH:4][CH:3]=1. The yield is 0.420. (3) The reactants are [Cl:1][C:2]1[N:7]=[C:6]([C:8]([O:10][CH2:11][CH3:12])=[O:9])[C:5]([N+:13]([O-])=O)=[C:4](Cl)[N:3]=1.[O-2].[Mg+2]. The catalyst is [Pd].O1CCOCC1. The product is [NH2:13][C:5]1[C:6]([C:8]([O:10][CH2:11][CH3:12])=[O:9])=[N:7][C:2]([Cl:1])=[N:3][CH:4]=1. The yield is 0.550. (4) The reactants are [C:1]1([CH2:7][CH2:8][CH2:9][CH2:10][CH2:11][CH2:12][C:13]([C:15]2[O:16][CH:17]=[C:18]([C:20]([OH:22])=O)[N:19]=2)=[O:14])[CH:6]=[CH:5][CH:4]=[CH:3][CH:2]=1.Cl.[CH3:24][NH:25][CH3:26]. No catalyst specified. The product is [CH3:24][N:25]([CH3:26])[C:20]([C:18]1[N:19]=[C:15]([C:13](=[O:14])[CH2:12][CH2:11][CH2:10][CH2:9][CH2:8][CH2:7][C:1]2[CH:6]=[CH:5][CH:4]=[CH:3][CH:2]=2)[O:16][CH:17]=1)=[O:22]. The yield is 0.380. (5) The reactants are [Cl:1][C:2]1[N:3]=[C:4](Cl)[C:5]2[CH2:10][CH2:9][CH:8]([C:11]3[CH:12]=[N:13][C:14]([C:17]([F:20])([F:19])[F:18])=[CH:15][CH:16]=3)[C:6]=2[N:7]=1.[CH3:22][NH2:23]. The catalyst is CN1C(=O)CCC1. The product is [Cl:1][C:2]1[N:3]=[C:4]([NH:23][CH3:22])[C:5]2[CH2:10][CH2:9][CH:8]([C:11]3[CH:12]=[N:13][C:14]([C:17]([F:20])([F:19])[F:18])=[CH:15][CH:16]=3)[C:6]=2[N:7]=1. The yield is 0.246. (6) The reactants are Cl[C:2]1[CH:7]=[CH:6][N:5]=[CH:4][C:3]=1[N+:8]([O-:10])=[O:9].[NH:11]1[CH2:16][CH2:15][CH2:14][CH2:13][CH2:12]1. The catalyst is C(O)C. The product is [N+:8]([C:3]1[CH:4]=[N:5][CH:6]=[CH:7][C:2]=1[N:11]1[CH2:16][CH2:15][CH2:14][CH2:13][CH2:12]1)([O-:10])=[O:9]. The yield is 0.950. (7) The reactants are [Cl-].O[NH3+:3].[C:4](=[O:7])([O-])[OH:5].[Na+].CS(C)=O.[CH2:13]([C:17]1[N:22]2[N:23]=[CH:24][N:25]=[C:21]2[N:20]([C@H:26]2[CH2:31][CH2:30][C@H:29]([O:32][CH2:33][C:34]([OH:37])([CH3:36])[CH3:35])[CH2:28][CH2:27]2)[C:19](=[O:38])[C:18]=1[CH2:39][C:40]1[CH:45]=[CH:44][C:43]([C:46]2[C:47]([C:52]#[N:53])=[CH:48][CH:49]=[CH:50][CH:51]=2)=[CH:42][CH:41]=1)[CH2:14][CH2:15][CH3:16]. The catalyst is C(OCC)(=O)C. The product is [CH2:13]([C:17]1[N:22]2[N:23]=[CH:24][N:25]=[C:21]2[N:20]([C@H:26]2[CH2:31][CH2:30][C@H:29]([O:32][CH2:33][C:34]([OH:37])([CH3:35])[CH3:36])[CH2:28][CH2:27]2)[C:19](=[O:38])[C:18]=1[CH2:39][C:40]1[CH:45]=[CH:44][C:43]([C:46]2[CH:51]=[CH:50][CH:49]=[CH:48][C:47]=2[C:52]2[NH:3][C:4](=[O:7])[O:5][N:53]=2)=[CH:42][CH:41]=1)[CH2:14][CH2:15][CH3:16]. The yield is 0.550.